From a dataset of Forward reaction prediction with 1.9M reactions from USPTO patents (1976-2016). Predict the product of the given reaction. (1) Given the reactants [NH2:1][C:2]1[CH:3]=[CH:4][C:5]([F:18])=[C:6]([C@:8]2([CH3:17])[C:13]([F:15])([F:14])[CH2:12][O:11][C:10]([NH2:16])=[N:9]2)[CH:7]=1.[Cl:19][C:20]1[CH:24]=[N:23][NH:22][C:21]=1[C:25](O)=[O:26], predict the reaction product. The product is: [NH2:16][C:10]1[O:11][CH2:12][C:13]([F:14])([F:15])[C@:8]([C:6]2[CH:7]=[C:2]([NH:1][C:25]([C:21]3[NH:22][N:23]=[CH:24][C:20]=3[Cl:19])=[O:26])[CH:3]=[CH:4][C:5]=2[F:18])([CH3:17])[N:9]=1. (2) Given the reactants [F:1][C:2]1[CH:7]=[CH:6][CH:5]=[CH:4][C:3]=1[C:8]1[CH:16]=[CH:15][CH:14]=[C:13]2[C:9]=1[C:10]([NH2:17])=[N:11][NH:12]2.CC1(C)OC(=O)[CH:22]([C:26]([CH:28]2[CH2:33][CH2:32][N:31]([C:34]([O:36][C:37]([CH3:40])([CH3:39])[CH3:38])=[O:35])[CH2:30][CH2:29]2)=O)[C:21](=O)[O:20]1.P([O-])([O-])([O-])=O.[K+].[K+].[K+], predict the reaction product. The product is: [F:1][C:2]1[CH:7]=[CH:6][CH:5]=[CH:4][C:3]=1[C:8]1[C:9]2[C:13]([CH:14]=[CH:15][CH:16]=1)=[N:12][N:11]1[C:26]([CH:28]3[CH2:33][CH2:32][N:31]([C:34]([O:36][C:37]([CH3:40])([CH3:39])[CH3:38])=[O:35])[CH2:30][CH2:29]3)=[CH:22][C:21](=[O:20])[NH:17][C:10]=21. (3) Given the reactants I[C:2]1[CH:3]=[C:4]2[C:9](=[CH:10][CH:11]=1)[C:8](=[O:12])[NH:7][CH2:6][CH2:5]2.Br[C:14]1[CH:19]=[CH:18][C:17]([S:20]([O-:22])=[O:21])=[CH:16][CH:15]=1.[Na+].[F:24][C:25]1[CH:32]=[CH:31][C:28]([CH:29]=[CH2:30])=[CH:27][CH:26]=1, predict the reaction product. The product is: [F:24][C:25]1[CH:32]=[CH:31][C:28](/[CH:29]=[CH:30]/[C:14]2[CH:19]=[CH:18][C:17]([S:20]([C:2]3[CH:3]=[C:4]4[C:9](=[CH:10][CH:11]=3)[C:8](=[O:12])[NH:7][CH2:6][CH2:5]4)(=[O:22])=[O:21])=[CH:16][CH:15]=2)=[CH:27][CH:26]=1. (4) Given the reactants [N+:1]([C:4]1[CH:9]=[CH:8][C:7]([N:10]2[CH2:15][CH2:14][CH:13]([C:16]([O:18][CH2:19][CH3:20])=[O:17])[CH2:12][CH2:11]2)=[CH:6][CH:5]=1)([O-])=O.[NH4+].[Cl-], predict the reaction product. The product is: [NH2:1][C:4]1[CH:9]=[CH:8][C:7]([N:10]2[CH2:11][CH2:12][CH:13]([C:16]([O:18][CH2:19][CH3:20])=[O:17])[CH2:14][CH2:15]2)=[CH:6][CH:5]=1. (5) Given the reactants [I:1][C:2]1[CH:10]=[C:9]2[C:5]([CH:6]=[N:7][N:8]2[C:11]2[C:16]([N+:17]([O-])=O)=[CH:15][N:14]=[C:13]([NH2:20])[N:12]=2)=[CH:4][CH:3]=1.CN(C=O)C.S(S([O-])=O)([O-])=O.[Na+].[Na+].C(=O)(O)[O-].[Na+], predict the reaction product. The product is: [I:1][C:2]1[CH:10]=[C:9]2[C:5]([CH:6]=[N:7][N:8]2[C:11]2[C:16]([NH2:17])=[CH:15][N:14]=[C:13]([NH2:20])[N:12]=2)=[CH:4][CH:3]=1.